The task is: Binary Classification. Given a drug SMILES string, predict its activity (active/inactive) in a high-throughput screening assay against a specified biological target.. This data is from Choline transporter screen with 302,306 compounds. (1) The compound is FC(F)Oc1ccc(CCNC(=O)CCCN2C(=O)c3c(C2=O)cccc3)cc1. The result is 0 (inactive). (2) The compound is Fc1cc2cc([nH]c2cc1)C(=O)N1CCN(CC1)C(=O)c1occc1. The result is 0 (inactive).